From a dataset of Retrosynthesis with 50K atom-mapped reactions and 10 reaction types from USPTO. Predict the reactants needed to synthesize the given product. (1) The reactants are: CC(C)(C)OC(=O)OC(=O)OC(C)(C)C.O=C(O)CNc1ccc(O)cc1. Given the product CC(C)(C)OC(=O)N(CC(=O)O)c1ccc(O)cc1, predict the reactants needed to synthesize it. (2) Given the product N#Cc1cccnc1N1CCN(CC(=O)Nc2cccc([N+](=O)[O-])c2)CC1, predict the reactants needed to synthesize it. The reactants are: N#Cc1cccnc1N1CCNCC1.O=C(CCl)Nc1cccc([N+](=O)[O-])c1.